Predict which catalyst facilitates the given reaction. From a dataset of Catalyst prediction with 721,799 reactions and 888 catalyst types from USPTO. (1) Reactant: Br[C:2]1[CH:3]=[C:4]([NH:15][C:16]2[CH:21]=[CH:20][C:19]([N:22]3[CH2:27][CH2:26][O:25][CH2:24][CH2:23]3)=[CH:18][N:17]=2)[C:5]2[N:6]([CH:12]=[CH:13][N:14]=2)[C:7]=1[C:8]([O:10][CH3:11])=[O:9].CC1(C)C(C)(C)OB([C:36]2[CH:44]=[C:43]3[C:39]([CH:40]=[N:41][NH:42]3)=[CH:38][CH:37]=2)O1.C([O-])([O-])=O.[Na+].[Na+].O. Product: [NH:42]1[C:43]2[C:39](=[CH:38][CH:37]=[C:36]([C:2]3[CH:3]=[C:4]([NH:15][C:16]4[CH:21]=[CH:20][C:19]([N:22]5[CH2:23][CH2:24][O:25][CH2:26][CH2:27]5)=[CH:18][N:17]=4)[C:5]4[N:6]([CH:12]=[CH:13][N:14]=4)[C:7]=3[C:8]([O:10][CH3:11])=[O:9])[CH:44]=2)[CH:40]=[N:41]1. The catalyst class is: 102. (2) Reactant: [Cl:1][C:2]1[C:10]2[N:9]=[N:8][N:7]([CH2:11][CH:12]3[CH2:14][CH2:13]3)[C:6]=2[CH:5]=[CH:4][C:3]=1[C:15]#[C:16][Si](C)(C)C.C(=O)([O-])[O-].[K+].[K+]. Product: [Cl:1][C:2]1[C:10]2[N:9]=[N:8][N:7]([CH2:11][CH:12]3[CH2:13][CH2:14]3)[C:6]=2[CH:5]=[CH:4][C:3]=1[C:15]#[CH:16]. The catalyst class is: 92. (3) Reactant: [CH2:1]([O:8][C:9]([NH:11][C@H:12]1[CH2:17][CH2:16][C@H:15]([C:18](Cl)=[O:19])[CH2:14][CH2:13]1)=[O:10])[C:2]1[CH:7]=[CH:6][CH:5]=[CH:4][CH:3]=1.C([Sn](CCCC)(CCCC)[C:26]1[CH:31]=[CH:30][CH:29]=[CH:28][CH:27]=1)CCC. Product: [CH2:1]([O:8][C:9]([NH:11][C@H:12]1[CH2:17][CH2:16][C@H:15]([C:18](=[O:19])[C:26]2[CH:31]=[CH:30][CH:29]=[CH:28][CH:27]=2)[CH2:14][CH2:13]1)=[O:10])[C:2]1[CH:7]=[CH:6][CH:5]=[CH:4][CH:3]=1. The catalyst class is: 658. (4) Reactant: [OH:1][C:2]1[C:3]2[S:24][CH:23]=[CH:22][C:4]=2[N:5]([N:14]=CC2C=CC=CC=2)[C:6](=[O:13])[C:7]=1[C:8](OCC)=O.[NH2:25][C:26]1[CH:31]=[CH:30][CH:29]=[CH:28][C:27]=1[S:32]([NH2:35])(=[O:34])=[O:33].[OH-].[K+].Cl. Product: [NH2:14][N:5]1[C:6](=[O:13])[C:7]([C:8]2[NH:25][C:26]3[CH:31]=[CH:30][CH:29]=[CH:28][C:27]=3[S:32](=[O:33])(=[O:34])[N:35]=2)=[C:2]([OH:1])[C:3]2[S:24][CH:23]=[CH:22][C:4]1=2. The catalyst class is: 11.